Dataset: Peptide-MHC class II binding affinity with 134,281 pairs from IEDB. Task: Regression. Given a peptide amino acid sequence and an MHC pseudo amino acid sequence, predict their binding affinity value. This is MHC class II binding data. (1) The peptide sequence is EVKNKEKMFVSPTPG. The MHC is DRB1_0101 with pseudo-sequence DRB1_0101. The binding affinity (normalized) is 0.308. (2) The peptide sequence is FVNQHLCGSHLVEAL. The MHC is DRB1_1302 with pseudo-sequence DRB1_1302. The binding affinity (normalized) is 0.259. (3) The peptide sequence is MATTLPVQRHPRSLF. The MHC is DRB1_0301 with pseudo-sequence DRB1_0301. The binding affinity (normalized) is 0.0677. (4) The peptide sequence is LRLFDYNKNAIKTLN. The MHC is DRB1_0802 with pseudo-sequence DRB1_0802. The binding affinity (normalized) is 0.388. (5) The peptide sequence is WMIHTLEALDYKECE. The MHC is DRB1_0701 with pseudo-sequence DRB1_0701. The binding affinity (normalized) is 0.706.